Dataset: Catalyst prediction with 721,799 reactions and 888 catalyst types from USPTO. Task: Predict which catalyst facilitates the given reaction. (1) Reactant: [NH2:1][C:2]1[S:6][C:5]2[CH:7]=[CH:8][CH:9]=[CH:10][C:4]=2[C:3]=1[C:11]([O:13][CH2:14][CH3:15])=[O:12].F[C:17]1[CH:22]=[C:21]([F:23])[CH:20]=[CH:19][C:18]=1[N+:24]([O-:26])=[O:25].C(=O)([O-])[O-].[K+].[K+].O. Product: [F:23][C:21]1[CH:20]=[CH:19][C:18]([N+:24]([O-:26])=[O:25])=[C:17]([CH:22]=1)[NH:1][C:2]1[S:6][C:5]2[CH:7]=[CH:8][CH:9]=[CH:10][C:4]=2[C:3]=1[C:11]([O:13][CH2:14][CH3:15])=[O:12]. The catalyst class is: 16. (2) The catalyst class is: 2. Reactant: [S:1]1[CH:5]=[CH:4][C:3]2[CH:6]=[CH:7][CH:8]=[CH:9][C:2]1=2.CC([O-])=O.[Na+].[Br:15]Br. Product: [Br:15][C:4]1[C:3]2[CH:6]=[CH:7][CH:8]=[CH:9][C:2]=2[S:1][CH:5]=1. (3) Reactant: C([Si]([O:8][C@H:9]1[CH2:13][CH2:12][C:11]([C:14]([CH3:16])=[CH2:15])=[CH:10]1)(C)C)(C)(C)C.[F-].C([NH3+])(C)(C)C. Product: [C:14]([C:11]1[CH2:12][CH2:13][C@H:9]([OH:8])[CH:10]=1)([CH3:16])=[CH2:15]. The catalyst class is: 1. (4) Reactant: Cl[CH2:2][C:3](Cl)=[O:4].[CH3:6][C:7]1[CH:8]=[C:9]([NH:21][C:22]2[C:31]3[C:26](=[CH:27][CH:28]=[CH:29][C:30]=3[O:32][CH2:33][C@H:34]3[CH2:38][CH2:37][CH2:36][NH:35]3)[N:25]=[CH:24][N:23]=2)[CH:10]=[CH:11][C:12]=1[O:13][C:14]1[CH:15]=[N:16][C:17]([CH3:20])=[CH:18][CH:19]=1.[CH:39]([N:42]([CH:45]([CH3:47])C)CC)([CH3:41])C.N1CCCC1. Product: [CH3:6][C:7]1[CH:8]=[C:9]([NH:21][C:22]2[C:31]3[C:26](=[CH:27][CH:28]=[CH:29][C:30]=3[O:32][CH2:33][C@H:34]3[CH2:38][CH2:37][CH2:36][N:35]3[C:3](=[O:4])[CH2:2][N:42]3[CH2:39][CH2:41][CH2:47][CH2:45]3)[N:25]=[CH:24][N:23]=2)[CH:10]=[CH:11][C:12]=1[O:13][C:14]1[CH:15]=[N:16][C:17]([CH3:20])=[CH:18][CH:19]=1. The catalyst class is: 2. (5) Reactant: [F:1][C@H:2]1[C@@H:7]([O:8][C:9]2[CH:16]=[CH:15][C:14]([C:17]3[N:22]=[C:21]([NH:23][C:24]4[CH:29]=[CH:28][C:27]([N:30]5[CH2:35][CH2:34][N:33]([CH:36]6[CH2:39][O:38][CH2:37]6)[CH2:32][CH2:31]5)=[CH:26][CH:25]=4)[N:20]=[CH:19][N:18]=3)=[CH:13][C:10]=2[C:11]#[N:12])[CH2:6][CH2:5][NH:4][CH2:3]1.[C:40](O)(=[O:43])[CH2:41][OH:42].CN(C(ON1N=NC2C=CC=NC1=2)=[N+](C)C)C.F[P-](F)(F)(F)(F)F.O. Product: [F:1][C@H:2]1[C@@H:7]([O:8][C:9]2[CH:16]=[CH:15][C:14]([C:17]3[N:22]=[C:21]([NH:23][C:24]4[CH:29]=[CH:28][C:27]([N:30]5[CH2:31][CH2:32][N:33]([CH:36]6[CH2:39][O:38][CH2:37]6)[CH2:34][CH2:35]5)=[CH:26][CH:25]=4)[N:20]=[CH:19][N:18]=3)=[CH:13][C:10]=2[C:11]#[N:12])[CH2:6][CH2:5][N:4]([C:41](=[O:42])[CH2:40][OH:43])[CH2:3]1. The catalyst class is: 3. (6) Reactant: Cl.[F:2][C:3]1([F:14])[CH2:7][NH:6][C@H:5]([CH2:8][CH:9]([CH3:13])[C:10]([OH:12])=[O:11])[CH2:4]1.Br[CH2:16][C:17]1[NH:22][C:21]([C:23]2[S:24][CH:25]=[CH:26][N:27]=2)=[N:20][C@@H:19]([C:28]2[CH:33]=[CH:32][C:31]([Cl:34])=[CH:30][C:29]=2[Cl:35])[C:18]=1[C:36]([O:38][CH3:39])=[O:37].C(=O)([O-])[O-].[K+].[K+]. Product: [Cl:35][C:29]1[CH:30]=[C:31]([Cl:34])[CH:32]=[CH:33][C:28]=1[C@@H:19]1[N:20]=[C:21]([C:23]2[S:24][CH:25]=[CH:26][N:27]=2)[NH:22][C:17]([CH2:16][N:6]2[CH2:7][C:3]([F:2])([F:14])[CH2:4][C@H:5]2[CH2:8][CH:9]([CH3:13])[C:10]([OH:12])=[O:11])=[C:18]1[C:36]([O:38][CH3:39])=[O:37]. The catalyst class is: 8. (7) Reactant: [Cl:1][C:2]1[C:3]([N:14]2[CH2:19][CH2:18][NH:17][CH2:16][CH2:15]2)=[N:4][CH:5]=[C:6]([CH:13]=1)[C:7]([O:9][CH2:10][CH2:11][CH3:12])=[O:8].[Cl:20][C:21]1[S:25][C:24]([S:26]([N:29]=[C:30]=[O:31])(=[O:28])=[O:27])=[CH:23][CH:22]=1.CC(O)=O. Product: [Cl:1][C:2]1[C:3]([N:14]2[CH2:19][CH2:18][N:17]([C:30]([NH:29][S:26]([C:24]3[S:25][C:21]([Cl:20])=[CH:22][CH:23]=3)(=[O:28])=[O:27])=[O:31])[CH2:16][CH2:15]2)=[N:4][CH:5]=[C:6]([CH:13]=1)[C:7]([O:9][CH2:10][CH2:11][CH3:12])=[O:8]. The catalyst class is: 25. (8) Reactant: C([O:8][C:9](=[O:46])[CH2:10][C@H:11]([NH:23][C:24](=[O:45])[C@@H:25]([NH:34][C:35](=[O:44])[C:36]1[CH:41]=[CH:40][CH:39]=[C:38]([O:42][CH3:43])[CH:37]=1)[CH2:26][CH2:27][CH:28]1[CH2:33][CH2:32][CH2:31][CH2:30][CH2:29]1)[CH2:12][N:13]1[C:21]2[C:16](=[CH:17][C:18]([F:22])=[CH:19][CH:20]=2)[CH2:15][CH2:14]1)C1C=CC=CC=1.CO.[H][H]. Product: [CH:28]1([CH2:27][CH2:26][C@H:25]([NH:34][C:35](=[O:44])[C:36]2[CH:41]=[CH:40][CH:39]=[C:38]([O:42][CH3:43])[CH:37]=2)[C:24]([NH:23][C@H:11]([CH2:12][N:13]2[C:21]3[C:16](=[CH:17][C:18]([F:22])=[CH:19][CH:20]=3)[CH2:15][CH2:14]2)[CH2:10][C:9]([OH:46])=[O:8])=[O:45])[CH2:29][CH2:30][CH2:31][CH2:32][CH2:33]1. The catalyst class is: 354. (9) Reactant: [CH3:1][C:2]1[CH:7]=[CH:6][C:5](OS(C(F)(F)F)(=O)=O)=[C:4]([N+:16]([O-:18])=[O:17])[CH:3]=1.[NH2:19][C:20]1[CH:21]=[C:22]([SH:26])[CH:23]=[CH:24][CH:25]=1.C([O-])([O-])=O.[K+].[K+]. Product: [CH3:1][C:2]1[CH:7]=[CH:6][C:5]([S:26][C:22]2[CH:21]=[C:20]([NH2:19])[CH:25]=[CH:24][CH:23]=2)=[C:4]([N+:16]([O-:18])=[O:17])[CH:3]=1. The catalyst class is: 18.